From a dataset of Experimentally validated miRNA-target interactions with 360,000+ pairs, plus equal number of negative samples. Binary Classification. Given a miRNA mature sequence and a target amino acid sequence, predict their likelihood of interaction. (1) The miRNA is hsa-miR-548ao-5p with sequence AGAAGUAACUACGGUUUUUGCA. The protein sequence of the target gene is MSRLLGGTLERVCKAVLLLCLLHFLVAVILYFDVYAQHLAFFSRFSTRSPAHALYPAASSSTNCSRPNATAASSGLPEVPSARPGPTAPVIPPCPDVPPGLVGRVVIEFTSPMPLERVQRENPGVLLGGRYSPPDCTPAQTVAVIIPFRHREHHLRYWLHYLHPMLRRQRLRYGVYVINQHGEETFNRAKLLNVGFLEALKEDAAYDCFIFSDVDLVPMDDRNLYRCGDQPRHFAIAMDKFGFRLPYASYFGGVSGLSKAQFLRINGFPNEYWGWGGEDDDIFNRISLTGMKISRPDVRI.... Result: 0 (no interaction). (2) The miRNA is hsa-miR-4725-5p with sequence AGACCCUGCAGCCUUCCCACC. The protein sequence of the target gene is MFKKFDEKENVSNCIQLKTSVIKGIKNQLIEQFPGIEPWLNQIMPKKDPVKIVRCHEHIEILTVNGELLFFRQREGPFYPTLRLLHKYPFILPHQQVDKGAIKFVLSGANIMCPGLTSPGAKLYPAAVDTIVAIMAEGKQHALCVGVMKMSAEDIEKVNKGIGIENIHYLNDGLWHMKTYK. Result: 1 (interaction). (3) The miRNA is hsa-miR-6752-3p with sequence UCCCUGCCCCCAUACUCCCAG. The protein sequence of the target gene is MGESPASVVLNASGGLFSLKMETLESELTCPICLELFEDPLLLPCAHSLCFSCAHRILVSSCSSGESIEPITAFQCPTCRYVISLNHRGLDGLKRNVTLQNIIDRFQKASVSGPNSPSESRRERTYRPTTAMSSERIACQFCEQDPPRDAVKTCITCEVSYCDRCLRATHPNKKPFTSHRLVEPVPDTHLRGITCLDHENEKVNMYCVSDDQLICALCKLVGRHRDHQVASLNDRFEKLKQTLEMNLTNLVKRNSELENQMAKLIQICQQVEVNTAMHEAKLMEECDELVEIIQQRKQMI.... Result: 0 (no interaction). (4) The miRNA is hsa-miR-3688-3p with sequence UAUGGAAAGACUUUGCCACUCU. The protein sequence of the target gene is MSCVPWKGDKAKSESLELPQAAPPQIYHEKQRRELCALHALNNVFQDSNAFTRDTLQEIFQRLSPNTMVTPHKKSMLGNGNYDVNVIMAALQTKGYEAVWWDKRRDVGVIALTNVMGFIMNLPSSLCWGPLKLPLKRQHWICVREVGGAYYNLDSKLKMPEWIGGESELRKFLKHHLRGKNCELLLVVPEEVEAHQSWRTDV. Result: 1 (interaction). (5) The miRNA is hsa-miR-4633-3p with sequence AGGAGCUAGCCAGGCAUAUGCA. The protein sequence of the target gene is MIPAVVLLLLLLVEQAAALGEPQLCYILDAILFLYGIVLTLLYCRLKIQVRKAAITSYEKSDGVYTGLSTRNQETYETLKHEKPPQ. Result: 0 (no interaction). (6) The miRNA is hsa-miR-4755-5p with sequence UUUCCCUUCAGAGCCUGGCUUU. The protein sequence of the target gene is MEAKAAPKPAASGACSVSAEETEKWMEEAMHMAKEALENTEVPVGCLMVYNNEVVGKGRNEVNQTKNATRHAEMVAIDQVLDWCRQSGKSPSEVFEHTVLYVTVEPCIMCAAALRLMKIPLVVYGCQNERFGGCGSVLNIASADLPNTGRPFQCIPGYRAEEAVEMLKTFYKQENPNAPKSKVRKKECQKS. Result: 1 (interaction). (7) The miRNA is mmu-miR-1970 with sequence UGUGUCACUGGGGAUAGGCUUUG. The protein sequence of the target gene is MLKKPLSAVTWLCIFIVAFVSHPAWLQKLSKHKTPAQPQLKAANCCEEVKELKAQVANLSSLLSELNKKQERDWVSVVMQVMELESNSKRMESRLTDAESKYSEMNNQIDIMQLQAAQTVTQTSADAIYDCSSLYQKNYRISGVYKLPPDDFLGSPELEVFCDMETSGGGWTIIQRRKSGLVSFYRDWKQYKQGFGSIRGDFWLGNEHIHRLSRQPTRLRVEMEDWEGNLRYAEYSHFVLGNELNSYRLFLGNYTGNVGNDALQYHNNTAFSTKDKDNDNCLDKCAQLRKGGYWYNCCTD.... Result: 0 (no interaction). (8) The miRNA is mmu-miR-297c-5p with sequence AUGUAUGUGUGCAUGUACAUGU. The protein sequence of the target gene is MILLWSCLLVAVVGILGTATPQPGNSSLHRLTRQLLQQYHKEVRPVYNWAEATTVYLDLCVHAVLDVDVQNQKLKTSVWYREVWNDEFLSWNSSLFDEIQEISLPLSALWAPDIIINEFVDVERSPDLPYVYVNSSGTIRNHKPIQVVSACSLQTYAFPFDIQNCSLTFNSILHTVEDIDLGFLRNREDIENDKRAFMNDSEWQLLSVSSTYHIRQSSAGDFAQIRFNVVIRRCPLAYVVSLLIPSIFLMLVDLGSFYLPPNCRARIVFKTNVLVGYTVFRVNMSDEVPRSAGCTPLIGV.... Result: 1 (interaction). (9) The miRNA is hsa-miR-433-3p with sequence AUCAUGAUGGGCUCCUCGGUGU. The protein sequence of the target gene is MAEPSSARRPVPLIESELYFLIARYLSAGPCRRAAQVLVQELEQYQLLPKRLDWEGNEHNRSYEELVLSNKHVAPDHLLQICQRIGPMLDKEIPPSISRVTSLLGAGRQSLLRTAKDCRHTVWKGSAFAALHRGRPPEMPVNYGSPPNLVEIHRGKQLTGCSTFSTAFPGTMYQHIKMHRRILGHLSAVYCVAFDRTGHRIFTGSDDCLVKIWSTHNGRLLSTLRGHSAEISDMAVNYENTMIAAGSCDKIIRVWCLRTCAPVAVLQGHTGSITSLQFSPMAKGSQRYMVSTGADGTVCF.... Result: 1 (interaction).